Dataset: Peptide-MHC class I binding affinity with 185,985 pairs from IEDB/IMGT. Task: Regression. Given a peptide amino acid sequence and an MHC pseudo amino acid sequence, predict their binding affinity value. This is MHC class I binding data. (1) The peptide sequence is GDEALRGFL. The MHC is HLA-B40:02 with pseudo-sequence HLA-B40:02. The binding affinity (normalized) is 0.379. (2) The peptide sequence is ATFEVFLAK. The MHC is HLA-A02:01 with pseudo-sequence HLA-A02:01. The binding affinity (normalized) is 0.0847. (3) The peptide sequence is LTDSSTLLV. The MHC is HLA-A24:03 with pseudo-sequence HLA-A24:03. The binding affinity (normalized) is 0.0847.